This data is from NCI-60 drug combinations with 297,098 pairs across 59 cell lines. The task is: Regression. Given two drug SMILES strings and cell line genomic features, predict the synergy score measuring deviation from expected non-interaction effect. (1) Drug 2: CC1C(C(CC(O1)OC2CC(CC3=C2C(=C4C(=C3O)C(=O)C5=CC=CC=C5C4=O)O)(C(=O)C)O)N)O. Cell line: RPMI-8226. Drug 1: C1C(C(OC1N2C=C(C(=O)NC2=O)F)CO)O. Synergy scores: CSS=32.7, Synergy_ZIP=-4.86, Synergy_Bliss=-6.46, Synergy_Loewe=-5.09, Synergy_HSA=-1.97. (2) Drug 1: COC1=NC(=NC2=C1N=CN2C3C(C(C(O3)CO)O)O)N. Drug 2: C1=NC(=NC(=O)N1C2C(C(C(O2)CO)O)O)N. Cell line: OVCAR-8. Synergy scores: CSS=33.6, Synergy_ZIP=4.42, Synergy_Bliss=4.69, Synergy_Loewe=-24.8, Synergy_HSA=1.24. (3) Drug 1: C1C(C(OC1N2C=NC3=C(N=C(N=C32)Cl)N)CO)O. Drug 2: CC1=C(C(=CC=C1)Cl)NC(=O)C2=CN=C(S2)NC3=CC(=NC(=N3)C)N4CCN(CC4)CCO. Cell line: SF-539. Synergy scores: CSS=14.7, Synergy_ZIP=-6.25, Synergy_Bliss=-6.03, Synergy_Loewe=-6.01, Synergy_HSA=-5.28.